This data is from Reaction yield outcomes from USPTO patents with 853,638 reactions. The task is: Predict the reaction yield, written as a fraction of the theoretical maximum amount of product (1.0 means a 100% yield; for example, 0.34 means a 34% yield). (1) The reactants are [N:1]1[CH:6]=[CH:5][CH:4]=[C:3]2[C:7](=[O:11])[O:8][C:9](=[O:10])[C:2]=12.[CH:12]([OH:15])([CH3:14])[CH3:13]. No catalyst specified. The product is [CH:12]([O:15][C:9]([C:2]1[N:1]=[CH:6][CH:5]=[CH:4][C:3]=1[C:7]([OH:11])=[O:8])=[O:10])([CH3:14])[CH3:13]. The yield is 0.990. (2) The reactants are [Si]([O:8][C@H:9]([C@H:17]([O:42][Si](C(C)(C)C)(C)C)[CH:18]=[CH:19][C:20]1[CH:25]=[CH:24][CH:23]=[CH:22][C:21]=1[CH:26]=[CH:27][C@H:28]([O:34][Si](C(C)(C)C)(C)C)[CH2:29][CH2:30][CH2:31][CH2:32][CH3:33])[CH2:10][CH2:11][CH2:12][C:13]([O:15][CH3:16])=[O:14])(C(C)(C)C)(C)C.[F-].C([N+](CCCC)(CCCC)CCCC)CCC. The catalyst is C1COCC1. The product is [OH:8][C@H:9]([C@H:17]([OH:42])[CH:18]=[CH:19][C:20]1[CH:25]=[CH:24][CH:23]=[CH:22][C:21]=1[CH:26]=[CH:27][C@H:28]([OH:34])[CH2:29][CH2:30][CH2:31][CH2:32][CH3:33])[CH2:10][CH2:11][CH2:12][C:13]([O:15][CH3:16])=[O:14]. The yield is 0.968. (3) The reactants are [F:1][C:2]1[CH:7]=[CH:6][C:5]([C:8](=O)[CH2:9][C:10]([O:12]C)=O)=[CH:4][CH:3]=1.[CH3:15][NH:16][NH2:17].C(OCC)C.O. The catalyst is C(OCC)(=O)C. The product is [F:1][C:2]1[CH:7]=[CH:6][C:5]([C:8]2[CH2:9][C:10](=[O:12])[N:16]([CH3:15])[N:17]=2)=[CH:4][CH:3]=1. The yield is 0.680. (4) The reactants are B1([C:10]2[CH:15]=[CH:14][C:13]([S:16]([NH2:19])(=[O:18])=[O:17])=[CH:12][CH:11]=2)OC(C)(C)C(C)(C)O1.I[C:21]1[C:29]2[C:24](=[N:25][CH:26]=[N:27][C:28]=2[NH2:30])[N:23]([CH:31]([CH3:33])[CH3:32])[N:22]=1.C([O-])([O-])=O.[Na+].[Na+]. The catalyst is CCO.COCCOC.C1C=CC([P]([Pd]([P](C2C=CC=CC=2)(C2C=CC=CC=2)C2C=CC=CC=2)([P](C2C=CC=CC=2)(C2C=CC=CC=2)C2C=CC=CC=2)[P](C2C=CC=CC=2)(C2C=CC=CC=2)C2C=CC=CC=2)(C2C=CC=CC=2)C2C=CC=CC=2)=CC=1. The product is [NH2:30][C:28]1[N:27]=[CH:26][N:25]=[C:24]2[N:23]([CH:31]([CH3:33])[CH3:32])[N:22]=[C:21]([C:10]3[CH:11]=[CH:12][C:13]([S:16]([NH2:19])(=[O:17])=[O:18])=[CH:14][CH:15]=3)[C:29]=12. The yield is 0.100. (5) The reactants are [CH2:1]([N:8]([CH2:42][CH:43]([O:47][CH2:48][CH3:49])[O:44][CH2:45][CH3:46])[C:9](=[O:41])[C@@H:10]([NH:23]C(=O)OCC1C2C=CC=CC=2C2C1=CC=CC=2)[CH2:11][C:12]1[CH:17]=[CH:16][C:15]([O:18][C:19]([CH3:22])([CH3:21])[CH3:20])=[CH:14][CH:13]=1)[C:2]1[CH:7]=[CH:6][CH:5]=[CH:4][CH:3]=1.N1CCCCC1. No catalyst specified. The product is [NH2:23][C@@H:10]([CH2:11][C:12]1[CH:13]=[CH:14][C:15]([O:18][C:19]([CH3:21])([CH3:20])[CH3:22])=[CH:16][CH:17]=1)[C:9]([N:8]([CH2:1][C:2]1[CH:3]=[CH:4][CH:5]=[CH:6][CH:7]=1)[CH2:42][CH:43]([O:47][CH2:48][CH3:49])[O:44][CH2:45][CH3:46])=[O:41]. The yield is 1.06. (6) The reactants are [NH2:1][C@:2]12[C@@H:7]([C:8]3[CH:13]=[CH:12][CH:11]=[CH:10][CH:9]=3)[C@H:6]1[CH2:5][O:4][C:3]2=[O:14].[F:15][C:16]([F:32])([F:31])[C:17]1[O:21][N:20]=[C:19]([C:22]2[S:26][C:25]([S:27](Cl)(=[O:29])=[O:28])=[CH:24][CH:23]=2)[CH:18]=1. The catalyst is N1C=CC=CC=1. The product is [O:14]=[C:3]1[O:4][CH2:5][C@H:6]2[C@:2]1([NH:1][S:27]([C:25]1[S:26][C:22]([C:19]3[CH:18]=[C:17]([C:16]([F:15])([F:31])[F:32])[O:21][N:20]=3)=[CH:23][CH:24]=1)(=[O:28])=[O:29])[C@H:7]2[C:8]1[CH:13]=[CH:12][CH:11]=[CH:10][CH:9]=1. The yield is 0.750.